The task is: Predict the reaction yield, written as a fraction of the theoretical maximum amount of product (1.0 means a 100% yield; for example, 0.34 means a 34% yield).. This data is from Reaction yield outcomes from USPTO patents with 853,638 reactions. The reactants are S(Cl)(Cl)=O.[Br:5][CH2:6][C@@:7]([OH:12])([CH3:11])[C:8](O)=[O:9].CCN(CC)CC.[NH2:20][C:21]1[CH:22]=[CH:23][C:24]([C:31]#[N:32])=[C:25]([C:27]([F:30])([F:29])[F:28])[CH:26]=1. The catalyst is C1COCC1.O. The product is [Br:5][CH2:6][C@@:7]([OH:12])([CH3:11])[C:8]([NH:20][C:21]1[CH:22]=[CH:23][C:24]([C:31]#[N:32])=[C:25]([C:27]([F:28])([F:29])[F:30])[CH:26]=1)=[O:9]. The yield is 0.739.